From a dataset of Full USPTO retrosynthesis dataset with 1.9M reactions from patents (1976-2016). Predict the reactants needed to synthesize the given product. (1) The reactants are: [Cl:1][CH2:2][CH2:3][CH2:4][CH2:5][C:6](Cl)=[O:7].[CH3:9][O:10][C:11](=[O:22])[C:12]1[CH:17]=[C:16]([N+:18]([O-:20])=[O:19])[CH:15]=[C:14]([NH2:21])[CH:13]=1.CCN(CC)CC. Given the product [CH3:9][O:10][C:11](=[O:22])[C:12]1[CH:17]=[C:16]([N+:18]([O-:20])=[O:19])[CH:15]=[C:14]([NH:21][C:6](=[O:7])[CH2:5][CH2:4][CH2:3][CH2:2][Cl:1])[CH:13]=1, predict the reactants needed to synthesize it. (2) Given the product [CH3:39][CH:45]([CH3:46])[CH:33]([N:30]1[C:23]2[CH:22]=[C:21]([C:11]3[NH:10][C:9]([CH3:38])=[N:8][C:12]=3[C:13]3[CH:18]=[CH:17][C:16]([F:19])=[CH:15][C:14]=3[F:20])[CH:26]=[CH:25][C:24]=2[N:27]=[C:31]1[NH2:32])[CH3:35], predict the reactants needed to synthesize it. The reactants are: C([N:8]1[C:12]([C:13]2[CH:18]=[CH:17][C:16]([F:19])=[CH:15][C:14]=2[F:20])=[C:11]([C:21]2[CH:26]=[CH:25][C:24]([N+:27]([O-])=O)=[C:23]([N:30]([CH:33]([CH:35](C)C)C)[C:31]#[N:32])[CH:22]=2)[N:10]=[C:9]1[CH3:38])C1C=CC=CC=1.[CH:39]1CC=CCC=1.[CH2:45](O)[CH3:46].